Dataset: Full USPTO retrosynthesis dataset with 1.9M reactions from patents (1976-2016). Task: Predict the reactants needed to synthesize the given product. Given the product [C:2](#[N:1])[CH3:3].[OH2:12].[NH4+:24].[OH-:38].[F:29][C:30]1[CH:35]=[CH:34][CH:33]=[CH:32][C:31]=1[NH:36][C:37]([N:1]1[CH2:2][CH:3]([CH2:5][NH:6][C@@H:13]2[CH2:15][C@H:14]2[C:16]2[CH:17]=[CH:18][CH:19]=[CH:20][CH:21]=2)[CH2:4]1)=[O:38], predict the reactants needed to synthesize it. The reactants are: [NH:1]1[CH2:4][CH:3]([CH2:5][N:6]([C@@H:13]2[CH2:15][C@H:14]2[C:16]2[CH:21]=[CH:20][CH:19]=[CH:18][CH:17]=2)C(=[O:12])C(F)(F)F)[CH2:2]1.C([N:24](CC)CC)C.[F:29][C:30]1[CH:35]=[CH:34][CH:33]=[CH:32][C:31]=1[N:36]=[C:37]=[O:38].[OH-].[Na+].